Dataset: Reaction yield outcomes from USPTO patents with 853,638 reactions. Task: Predict the reaction yield, written as a fraction of the theoretical maximum amount of product (1.0 means a 100% yield; for example, 0.34 means a 34% yield). (1) The reactants are [NH2:1][C:2]1[CH:7]=[CH:6][C:5]([C:8](=[O:10])[CH3:9])=[C:4]([OH:11])[C:3]=1[CH3:12].I[CH2:14][C:15]1[CH:20]=[CH:19][C:18]([CH:21]([O:30][CH:31]2[CH2:36][CH2:35][CH2:34][CH2:33][O:32]2)[C:22]2[CH:23]=[C:24]([CH:27]=[CH:28][CH:29]=2)[C:25]#[N:26])=[CH:17][CH:16]=1.C([O-])([O-])=O.[K+].[K+]. The catalyst is CN(C=O)C. The product is [C:8]([C:5]1[CH:6]=[CH:7][C:2]([NH:1][CH2:14][C:15]2[CH:16]=[CH:17][C:18]([CH:21]([O:30][CH:31]3[CH2:36][CH2:35][CH2:34][CH2:33][O:32]3)[C:22]3[CH:23]=[C:24]([CH:27]=[CH:28][CH:29]=3)[C:25]#[N:26])=[CH:19][CH:20]=2)=[C:3]([CH3:12])[C:4]=1[OH:11])(=[O:10])[CH3:9]. The yield is 0.640. (2) The reactants are [Br:1][C:2]1[C:7]([NH2:8])=[CH:6][N:5]=[C:4]([S:9][CH3:10])[N:3]=1.C[Si]([N-][Si](C)(C)C)(C)C.[Na+].[C:21]([O:25][C:26](O[C:26]([O:25][C:21]([CH3:24])([CH3:23])[CH3:22])=[O:27])=[O:27])([CH3:24])([CH3:23])[CH3:22].Cl. The catalyst is C1COCC1.C(OCC)(=O)C. The product is [C:21]([O:25][C:26](=[O:27])[NH:8][C:7]1[C:2]([Br:1])=[N:3][C:4]([S:9][CH3:10])=[N:5][CH:6]=1)([CH3:24])([CH3:23])[CH3:22]. The yield is 1.00. (3) The reactants are [CH2:1]([NH2:8])[C:2]1[CH:7]=[CH:6][CH:5]=[CH:4][CH:3]=1.[OH:9][C:10]1[CH:15]=[CH:14][C:13]([CH2:16][CH2:17][C:18](OC)=[O:19])=[CH:12][CH:11]=1. The catalyst is Cl. The product is [CH2:1]([NH:8][C:18](=[O:19])[CH2:17][CH2:16][C:13]1[CH:14]=[CH:15][C:10]([OH:9])=[CH:11][CH:12]=1)[C:2]1[CH:7]=[CH:6][CH:5]=[CH:4][CH:3]=1. The yield is 0.980. (4) The reactants are [H-].[Na+].C(OC([NH:10][C@H:11]1[CH2:16][CH2:15][C@@H:14]([CH2:17][OH:18])[CH2:13][CH2:12]1)=O)(C)(C)C.[CH2:19]1OCCOCCOCCOCCOC1.CI. The catalyst is C1COCC1. The product is [CH3:19][O:18][CH2:17][C@@H:14]1[CH2:13][CH2:12][C@H:11]([NH2:10])[CH2:16][CH2:15]1. The yield is 0.790. (5) The reactants are [Cl:1][C:2]1[CH:7]=[CH:6][C:5]([NH:8][C:9]([NH:11][C:12]2[CH:17]=[CH:16][C:15]([CH2:18][NH:19][C:20]3[C:29]4[C:24](=[CH:25][C:26]([CH3:30])=[CH:27][CH:28]=4)[N:23]=[C:22](Cl)[N:21]=3)=[CH:14][CH:13]=2)=[O:10])=[CH:4][CH:3]=1.Cl.[CH3:33][NH:34][CH3:35]. The catalyst is C1COCC1.C(O)(C)C. The product is [Cl:1][C:2]1[CH:3]=[CH:4][C:5]([NH:8][C:9]([NH:11][C:12]2[CH:17]=[CH:16][C:15]([CH2:18][NH:19][C:20]3[C:29]4[C:24](=[CH:25][C:26]([CH3:30])=[CH:27][CH:28]=4)[N:23]=[C:22]([N:34]([CH3:35])[CH3:33])[N:21]=3)=[CH:14][CH:13]=2)=[O:10])=[CH:6][CH:7]=1. The yield is 0.330.